Regression. Given a peptide amino acid sequence and an MHC pseudo amino acid sequence, predict their binding affinity value. This is MHC class II binding data. From a dataset of Peptide-MHC class II binding affinity with 134,281 pairs from IEDB. (1) The peptide sequence is EIMRMCHEGINPNMS. The MHC is DRB1_0101 with pseudo-sequence DRB1_0101. The binding affinity (normalized) is 0.138. (2) The peptide sequence is ILSEGNSFTAPNESY. The MHC is HLA-DQA10301-DQB10302 with pseudo-sequence HLA-DQA10301-DQB10302. The binding affinity (normalized) is 0.591. (3) The peptide sequence is SQDLELSWNLNGLAAY. The MHC is DRB1_0401 with pseudo-sequence DRB1_0401. The binding affinity (normalized) is 0.704. (4) The peptide sequence is GSHEVNGTWMIHTLE. The MHC is HLA-DQA10201-DQB10402 with pseudo-sequence HLA-DQA10201-DQB10402. The binding affinity (normalized) is 0.689. (5) The peptide sequence is YKLGPSPKARSERPA. The MHC is HLA-DQA10102-DQB10602 with pseudo-sequence HLA-DQA10102-DQB10602. The binding affinity (normalized) is 0.